This data is from Forward reaction prediction with 1.9M reactions from USPTO patents (1976-2016). The task is: Predict the product of the given reaction. (1) Given the reactants [OH:1][CH2:2][CH2:3][N:4]1[CH2:9][CH2:8][N:7]([CH2:10][C:11]([NH:13][C:14]2[C:19]([CH:20]([CH3:22])[CH3:21])=[CH:18][C:17]([OH:23])=[CH:16][C:15]=2[CH:24]([CH3:26])[CH3:25])=[O:12])[CH2:6][CH2:5]1.[CH:27](N(CC)C(C)C)(C)C.C[Si](C=[N+]=[N-])(C)C.[OH-].[Na+], predict the reaction product. The product is: [OH:1][CH2:2][CH2:3][N:4]1[CH2:9][CH2:8][N:7]([CH2:10][C:11]([NH:13][C:14]2[C:19]([CH:20]([CH3:21])[CH3:22])=[CH:18][C:17]([O:23][CH3:27])=[CH:16][C:15]=2[CH:24]([CH3:26])[CH3:25])=[O:12])[CH2:6][CH2:5]1. (2) Given the reactants [C:1]([C:4]1[CH:15]=[CH:14][C:13]([Br:16])=[CH:12][C:5]=1[O:6][CH2:7]C(OC)=O)(=O)[CH3:2].C(OOC(=O)C1C=CC=CC=1)(=O)C1C=CC=CC=1.[Br:35]N1C(=O)CCC1=O, predict the reaction product. The product is: [Br:16][C:13]1[CH:14]=[CH:15][C:4]2[C:1]([CH2:2][Br:35])=[CH:7][O:6][C:5]=2[CH:12]=1. (3) Given the reactants C(O[C@@H:10]1[O:32][C@H:31]([CH2:33][O:34]C(=O)C2C=CC=CC=2)[C@@H:21]([O:22]C(=O)C2C=CC=CC=2)[C@@:11]1([CH3:43])[O:12]C(=O)C1C=CC=CC=1)(=O)C1C=CC=CC=1.[2H][C:45]1[C:51](=[O:52])[NH:50][C:48](=[O:49])[NH:47][CH:46]=1.C[O-].[Na+], predict the reaction product. The product is: [CH3:43][C@@:11]1([OH:12])[C@H:21]([OH:22])[C@@H:31]([CH2:33][OH:34])[O:32][C@H:10]1[N:47]1[CH:46]=[CH:45][C:51](=[O:52])[NH:50][C:48]1=[O:49]. (4) Given the reactants [Cl:1][C:2]1[CH:3]=[C:4]([CH:8]2[O:12]C(=O)[NH:10][CH:9]2[CH2:14][C:15]2[CH:20]=[CH:19][C:18]([C:21]([F:27])([F:26])[C:22]([CH3:25])([CH3:24])[CH3:23])=[CH:17][CH:16]=2)[CH:5]=[CH:6][CH:7]=1.[OH-].[Na+], predict the reaction product. The product is: [NH2:10][CH:9]([CH2:14][C:15]1[CH:16]=[CH:17][C:18]([C:21]([F:27])([F:26])[C:22]([CH3:23])([CH3:24])[CH3:25])=[CH:19][CH:20]=1)[CH:8]([C:4]1[CH:5]=[CH:6][CH:7]=[C:2]([Cl:1])[CH:3]=1)[OH:12]. (5) Given the reactants O[CH2:2][C:3]1[CH:8]=[CH:7][CH:6]=[C:5]([C:9]([OH:12])([CH3:11])[CH3:10])[N:4]=1.C(Br)(Br)(Br)[Br:14].C1(P(C2C=CC=CC=2)C2C=CC=CC=2)C=CC=CC=1.C(=O)(O)[O-].[Na+], predict the reaction product. The product is: [Br:14][CH2:2][C:3]1[CH:8]=[CH:7][CH:6]=[C:5]([C:9]([OH:12])([CH3:11])[CH3:10])[N:4]=1. (6) Given the reactants O[CH2:2][C@H:3]([C:13]1[CH:18]=[CH:17][C:16]([OH:19])=[CH:15][CH:14]=1)[CH2:4][C:5]1[CH:10]=[CH:9][C:8]([OH:11])=[CH:7][C:6]=1[OH:12].C1(P(C2C=CC=CC=2)C2C=CC=CC=2)C=CC=CC=1.[OH-].[Li+], predict the reaction product. The product is: [CH:18]1[C:13]([C@H:3]2[CH2:2][O:12][C:6]3[CH:7]=[C:8]([OH:11])[CH:9]=[CH:10][C:5]=3[CH2:4]2)=[CH:14][CH:15]=[C:16]([OH:19])[CH:17]=1. (7) Given the reactants C([O:8][NH:9][C:10]1[CH:15]=[CH:14][N:13]([C@@H:16]2[O:20][C@H:19]([CH2:21][O:22][P:23]([NH:32][C@@H:33]([CH3:39])[C:34]([O:36][CH2:37][CH3:38])=[O:35])([O:25][C:26]3[CH:31]=[CH:30][CH:29]=[CH:28][CH:27]=3)=[O:24])[C@@H:18]([OH:40])[C@:17]2([F:42])[CH3:41])[C:12](=[O:43])[N:11]=1)C1C=CC=CC=1.C1CC=CCC=1, predict the reaction product. The product is: [F:42][C@@:17]1([CH3:41])[C@H:16]([N:13]2[CH:14]=[CH:15][C:10]([NH:9][OH:8])=[N:11][C:12]2=[O:43])[O:20][C@H:19]([CH2:21][O:22][P:23]([NH:32][C@@H:33]([CH3:39])[C:34]([O:36][CH2:37][CH3:38])=[O:35])([O:25][C:26]2[CH:31]=[CH:30][CH:29]=[CH:28][CH:27]=2)=[O:24])[C@H:18]1[OH:40].